Dataset: Full USPTO retrosynthesis dataset with 1.9M reactions from patents (1976-2016). Task: Predict the reactants needed to synthesize the given product. (1) Given the product [C:1]([C:3]1[CH:4]=[C:5]([NH:10][C:11]2[N:19]=[CH:18][CH:17]=[CH:16][C:12]=2[C:13]([NH:25][C:21]([CH3:22])([C:23]#[CH:24])[CH3:20])=[O:15])[CH:6]=[C:7]([F:9])[CH:8]=1)#[N:2], predict the reactants needed to synthesize it. The reactants are: [C:1]([C:3]1[CH:4]=[C:5]([NH:10][C:11]2[N:19]=[CH:18][CH:17]=[CH:16][C:12]=2[C:13]([OH:15])=O)[CH:6]=[C:7]([F:9])[CH:8]=1)#[N:2].[CH3:20][C:21]([NH2:25])([C:23]#[CH:24])[CH3:22].C1C=CC2N(O)N=NC=2C=1.CCN=C=NCCCN(C)C.CCN(C(C)C)C(C)C. (2) Given the product [CH3:1][O:2][C:3](=[O:34])[CH2:4][C@H:5]1[C:9]2[CH:10]=[CH:11][C:12]([O:14][C@H:15]3[C:23]4[C:18](=[C:19]([C:36]5[C:41]([CH3:42])=[CH:40][C:39]([C:43]6[CH:44]=[C:45]([CH3:49])[N:46]=[N:47][CH:48]=6)=[CH:38][C:37]=5[CH3:50])[CH:20]=[CH:21][C:22]=4[F:24])[CH2:17][CH2:16]3)=[CH:13][C:8]=2[O:7][CH2:6]1, predict the reactants needed to synthesize it. The reactants are: [CH3:1][O:2][C:3](=[O:34])[CH2:4][C@H:5]1[C:9]2[CH:10]=[CH:11][C:12]([O:14][C@H:15]3[C:23]4[C:18](=[C:19](B5OC(C)(C)C(C)(C)O5)[CH:20]=[CH:21][C:22]=4[F:24])[CH2:17][CH2:16]3)=[CH:13][C:8]=2[O:7][CH2:6]1.Cl[C:36]1[C:41]([CH3:42])=[CH:40][C:39]([C:43]2[CH:44]=[C:45]([CH3:49])[N:46]=[N:47][CH:48]=2)=[CH:38][C:37]=1[CH3:50].BrC1C=CC(F)=C2C=1CC[C@H]2OC1C=CC2[C@H](CC(OC)=O)COC=2C=1. (3) Given the product [CH3:11][NH:12][CH2:13][CH2:3][C:2]([C:5]1[O:6][CH:7]=[CH:8][CH:9]=1)=[O:4], predict the reactants needed to synthesize it. The reactants are: Cl.[C:2]([C:5]1[O:6][CH:7]=[CH:8][CH:9]=1)(=[O:4])[CH3:3].Cl.[CH3:11][NH2:12].[CH2:13]=O. (4) Given the product [CH3:1][O:2][C:3]1[CH:30]=[CH:29][C:6]([CH2:7][NH:8][C:9]([C:11]2([CH2:24][CH2:25][CH2:26][CH2:27][N:34]3[CH2:35][CH2:36][N:31]([C:37]4[CH:46]=[CH:45][C:44]5[C:39](=[CH:40][CH:41]=[CH:42][CH:43]=5)[N:38]=4)[CH2:32][CH2:33]3)[C:23]3[CH:22]=[CH:21][CH:20]=[CH:19][C:18]=3[C:17]3[C:12]2=[CH:13][CH:14]=[CH:15][CH:16]=3)=[O:10])=[CH:5][CH:4]=1, predict the reactants needed to synthesize it. The reactants are: [CH3:1][O:2][C:3]1[CH:30]=[CH:29][C:6]([CH2:7][NH:8][C:9]([C:11]2([CH2:24][CH2:25][CH2:26][CH2:27]Br)[C:23]3[CH:22]=[CH:21][CH:20]=[CH:19][C:18]=3[C:17]3[C:12]2=[CH:13][CH:14]=[CH:15][CH:16]=3)=[O:10])=[CH:5][CH:4]=1.[N:31]1([C:37]2[CH:46]=[CH:45][C:44]3[C:39](=[CH:40][CH:41]=[CH:42][CH:43]=3)[N:38]=2)[CH2:36][CH2:35][NH:34][CH2:33][CH2:32]1. (5) The reactants are: Br[C:2]1[CH:3]=[C:4]2[C:8](=[CH:9][C:10]=1[O:11][CH3:12])[C:7](=[O:13])/[C:6](=[CH:14]/[C:15]1[CH:20]=[CH:19][C:18]([S:21][C:22]([F:25])([F:24])[F:23])=[CH:17][CH:16]=1)/[CH2:5]2.[CH3:26][CH:27]1[CH2:32][CH2:31][NH:30][CH2:29][CH2:28]1.C(=O)([O-])[O-].[Cs+].[Cs+].C1C=CC(P(C2C(C3C(P(C4C=CC=CC=4)C4C=CC=CC=4)=CC=C4C=3C=CC=C4)=C3C(C=CC=C3)=CC=2)C2C=CC=CC=2)=CC=1. Given the product [CH3:12][O:11][C:10]1[CH:9]=[C:8]2[C:4]([CH2:5]/[C:6](=[CH:14]\[C:15]3[CH:20]=[CH:19][C:18]([S:21][C:22]([F:25])([F:24])[F:23])=[CH:17][CH:16]=3)/[C:7]2=[O:13])=[CH:3][C:2]=1[N:30]1[CH2:31][CH2:32][CH:27]([CH3:26])[CH2:28][CH2:29]1, predict the reactants needed to synthesize it. (6) Given the product [C:5]([C:14]1[CH:15]=[CH:16][C:11]([O:10][CH3:9])=[CH:12][C:13]=1[CH2:17][C:18]([OH:20])=[O:19])(=[O:7])[CH3:6], predict the reactants needed to synthesize it. The reactants are: [Br-].[Br-].[Br-].[Al+3].[C:5](Cl)(=[O:7])[CH3:6].[CH3:9][O:10][C:11]1[CH:12]=[C:13]([CH2:17][C:18]([OH:20])=[O:19])[CH:14]=[CH:15][CH:16]=1.